Dataset: Forward reaction prediction with 1.9M reactions from USPTO patents (1976-2016). Task: Predict the product of the given reaction. (1) Given the reactants [O:1]1[CH2:6][CH2:5][C:4](=O)[CH2:3][CH2:2]1.[NH2:8][C:9]1[C:10]([Br:19])=[C:11]([CH:16]=[CH:17][CH:18]=1)[C:12]([O:14][CH3:15])=[O:13].[BH-](OC(C)=O)(OC(C)=O)OC(C)=O.[Na+].CC(O)=O, predict the reaction product. The product is: [Br:19][C:10]1[C:9]([NH:8][CH:4]2[CH2:5][CH2:6][O:1][CH2:2][CH2:3]2)=[CH:18][CH:17]=[CH:16][C:11]=1[C:12]([O:14][CH3:15])=[O:13]. (2) The product is: [F:31][C:28]([F:29])([F:30])[C:24]1[CH:23]=[C:22]([S:19]([N:16]2[CH2:17][C@H:18]3[C@H:11]([NH:10][C:9](=[O:32])[C@H:8]([CH2:33][CH2:34][CH3:35])[NH2:7])[CH2:12][CH2:13][C@H:14]3[CH2:15]2)(=[O:21])=[O:20])[CH:27]=[CH:26][CH:25]=1. Given the reactants C(OC(=O)[NH:7][C@@H:8]([CH2:33][CH2:34][CH3:35])[C:9](=[O:32])[NH:10][C@H:11]1[C@H:18]2[C@H:14]([CH2:15][N:16]([S:19]([C:22]3[CH:27]=[CH:26][CH:25]=[C:24]([C:28]([F:31])([F:30])[F:29])[CH:23]=3)(=[O:21])=[O:20])[CH2:17]2)[CH2:13][CH2:12]1)(C)(C)C.C(N1C[C@@H]2[C@@H](NC(=O)[C@@H](N(C)C(=O)OC(C)(C)C)CC(C)C)CC[C@@H]2C1)C1C=CC=CC=1, predict the reaction product. (3) Given the reactants C([O:3][C:4](=[O:26])[CH2:5][C:6]1([CH2:23][CH2:24][CH3:25])[C:11]2[NH:12][C:13]3[C:18]([C:10]=2[CH2:9][CH:8]([CH3:22])[O:7]1)=[C:17]([C:19]#[N:20])[CH:16]=[CH:15][C:14]=3[F:21])C.[OH-].[Na+], predict the reaction product. The product is: [C:19]([C:17]1[CH:16]=[CH:15][C:14]([F:21])=[C:13]2[C:18]=1[C:10]1[CH2:9][CH:8]([CH3:22])[O:7][C:6]([CH2:5][C:4]([OH:26])=[O:3])([CH2:23][CH2:24][CH3:25])[C:11]=1[NH:12]2)#[N:20]. (4) Given the reactants [CH3:1][O:2][C:3]([C@@H:5]1[CH2:9][C@H:8]([OH:10])[CH2:7][N:6]1[C:11](=[O:24])[C@@H:12]([NH:16][C:17]([O:19][C:20]([CH3:23])([CH3:22])[CH3:21])=[O:18])[CH:13]([CH3:15])[CH3:14])=[O:4].C1N2CCN(CC2)C1.[Br:33][C:34]1[CH:39]=[CH:38][C:37]([S:40](Cl)(=[O:42])=[O:41])=[CH:36][CH:35]=1, predict the reaction product. The product is: [CH3:1][O:2][C:3]([C@@H:5]1[CH2:9][C@H:8]([O:10][S:40]([C:37]2[CH:38]=[CH:39][C:34]([Br:33])=[CH:35][CH:36]=2)(=[O:42])=[O:41])[CH2:7][N:6]1[C:11](=[O:24])[C@@H:12]([NH:16][C:17]([O:19][C:20]([CH3:22])([CH3:21])[CH3:23])=[O:18])[CH:13]([CH3:15])[CH3:14])=[O:4].